Dataset: Forward reaction prediction with 1.9M reactions from USPTO patents (1976-2016). Task: Predict the product of the given reaction. Given the reactants [Cl:1][C:2]1[CH:3]=[C:4]([S:20]([N:23](CC2C=CC(OC)=CC=2OC)[C:24]2[CH:29]=[CH:28][N:27]=[CH:26][N:25]=2)(=[O:22])=[O:21])[CH:5]=[CH:6][C:7]=1[O:8][C@H:9]1[CH2:13][CH2:12][CH2:11][C@@H:10]1[C:14]1[N:18]([CH3:19])[N:17]=[CH:16][CH:15]=1.C([SiH](CC)CC)C.FC(F)(F)C(O)=O, predict the reaction product. The product is: [Cl:1][C:2]1[CH:3]=[C:4]([S:20]([NH:23][C:24]2[CH:29]=[CH:28][N:27]=[CH:26][N:25]=2)(=[O:21])=[O:22])[CH:5]=[CH:6][C:7]=1[O:8][C@H:9]1[CH2:13][CH2:12][CH2:11][C@@H:10]1[C:14]1[N:18]([CH3:19])[N:17]=[CH:16][CH:15]=1.